Dataset: Forward reaction prediction with 1.9M reactions from USPTO patents (1976-2016). Task: Predict the product of the given reaction. (1) Given the reactants [O:1]1[C:5]2[CH:6]=[CH:7][C:8]([C:10]#[N:11])=[CH:9][C:4]=2[O:3][CH2:2]1.[N-:12]=[N+:13]=[N-:14].[Na+].[Cl-].[NH4+].Cl, predict the reaction product. The product is: [O:1]1[C:5]2[CH:6]=[CH:7][C:8]([C:10]3[N:12]=[N:13][NH:14][N:11]=3)=[CH:9][C:4]=2[O:3][CH2:2]1. (2) Given the reactants F[C:2]1[C:10]2[S:9][C:8]([I:11])=[N:7][C:6]=2[CH:5]=[CH:4][CH:3]=1.FC1C(F)=CC=CC=1N.[Br:21]C1C(Br)=CC=CC=1N, predict the reaction product. The product is: [Br:21][C:2]1[C:10]2[S:9][C:8]([I:11])=[N:7][C:6]=2[CH:5]=[CH:4][CH:3]=1. (3) Given the reactants [C:1]([O:7][CH2:8][C@@H:9]([O:36][C:37]([CH3:40])([CH3:39])[CH3:38])[C:10]1[C:11]([C:29]2[CH:34]=[CH:33][C:32]([Cl:35])=[CH:31][CH:30]=2)=[C:12]2[C:17](=[CH:18][C:19]=1[CH3:20])[N:16]=[C:15](OS([C:25]([F:28])([F:27])[F:26])(=O)=O)[CH:14]=[CH:13]2)(=[O:6])[C:2]([CH3:5])([CH3:4])[CH3:3].[Cl:41][C:42]1[CH:47]=[CH:46][C:45](B(O)O)=[CH:44][CH:43]=1.[C:51]([O-])([O-:53])=[O:52].[Na+].[Na+], predict the reaction product. The product is: [C:1]([O:7][CH2:8][C@H:9]([C:10]1[C:11]([C:29]2[CH:34]=[CH:33][C:32]([Cl:35])=[CH:31][CH:30]=2)=[C:12]2[C:17](=[CH:18][C:19]=1[CH3:20])[N:16]=[C:15]([C:45]1[CH:46]=[CH:47][C:42]([Cl:41])=[CH:43][CH:44]=1)[CH:14]=[CH:13]2)[O:36][C:37]([CH3:40])([CH3:39])[CH3:38])(=[O:6])[C:2]([CH3:3])([CH3:5])[CH3:4].[C:51]([OH:53])([C:25]([F:26])([F:27])[F:28])=[O:52]. (4) Given the reactants [OH:1][CH2:2][C:3]1[CH:12]=[C:11]([O:13][CH3:14])[C:6]([O:7][CH2:8][CH2:9][OH:10])=[C:5]([O:15][CH3:16])[CH:4]=1, predict the reaction product. The product is: [OH:10][CH2:9][CH2:8][O:7][C:6]1[C:11]([O:13][CH3:14])=[CH:12][C:3]([CH:2]=[O:1])=[CH:4][C:5]=1[O:15][CH3:16]. (5) Given the reactants [CH2:1]([O:5][C:6]1[N:14]=[C:13]2[C:9]([N:10]=[C:11]([O:19][CH3:20])[N:12]2[CH2:15][CH2:16][CH2:17]Cl)=[C:8]([NH2:21])[N:7]=1)[CH2:2][CH2:3][CH3:4].[CH2:22]([N:24]1[CH2:29][CH2:28][NH:27][CH2:26][CH2:25]1)[CH3:23].C(N(CC)C(C)C)(C)C, predict the reaction product. The product is: [CH2:1]([O:5][C:6]1[N:14]=[C:13]2[C:9]([N:10]=[C:11]([O:19][CH3:20])[N:12]2[CH2:15][CH2:16][CH2:17][N:27]2[CH2:28][CH2:29][N:24]([CH2:22][CH3:23])[CH2:25][CH2:26]2)=[C:8]([NH2:21])[N:7]=1)[CH2:2][CH2:3][CH3:4]. (6) The product is: [Si:17]([O:16][C@H:13]1[CH2:14][CH2:15][N:11]([C:8]2[S:9][CH:10]=[C:6]([C:4]([O:3][CH2:1][CH3:2])=[O:5])[N:7]=2)[CH2:12]1)([C:30]([CH3:33])([CH3:32])[CH3:31])([C:24]1[CH:25]=[CH:26][CH:27]=[CH:28][CH:29]=1)[C:18]1[CH:23]=[CH:22][CH:21]=[CH:20][CH:19]=1. Given the reactants [CH2:1]([O:3][C:4]([C:6]1[N:7]=[C:8]([N:11]2[CH2:15][CH2:14][C@H:13]([OH:16])[CH2:12]2)[S:9][CH:10]=1)=[O:5])[CH3:2].[Si:17](Cl)([C:30]([CH3:33])([CH3:32])[CH3:31])([C:24]1[CH:29]=[CH:28][CH:27]=[CH:26][CH:25]=1)[C:18]1[CH:23]=[CH:22][CH:21]=[CH:20][CH:19]=1.N1C=CN=C1.C(O)C, predict the reaction product. (7) Given the reactants Cl.[CH2:2]([O:4][C:5](=[O:16])[C:6]([CH3:15])([S:8][CH:9]1[CH2:14][CH2:13][NH:12][CH2:11][CH2:10]1)[CH3:7])[CH3:3].C(N(CC)C(C)C)(C)C.[CH3:26][S:27](Cl)(=[O:29])=[O:28], predict the reaction product. The product is: [CH2:2]([O:4][C:5](=[O:16])[C:6]([S:8][CH:9]1[CH2:10][CH2:11][N:12]([S:27]([CH3:26])(=[O:29])=[O:28])[CH2:13][CH2:14]1)([CH3:15])[CH3:7])[CH3:3]. (8) The product is: [Cl:15]/[C:12](/[C:9]1[CH:10]=[CH:11][N:6]=[CH:7][CH:8]=1)=[CH:13]/[C:26]#[N:24]. Given the reactants P(Cl)(Cl)(Cl)=O.[N:6]1[CH:11]=[CH:10][C:9]([C:12](=O)[CH3:13])=[CH:8][CH:7]=1.[ClH:15].NO.C([O-])(O)=O.[Na+].C[N:24]([CH:26]=O)C, predict the reaction product. (9) Given the reactants [CH2:1]([O:3][C:4]([C:6]1[NH:7][C:8]([CH3:21])=[C:9]([C:12]2[CH:17]=[CH:16][C:15]([C:18]([OH:20])=O)=[CH:14][CH:13]=2)[C:10]=1[CH3:11])=[O:5])[CH3:2].C(Cl)(=O)C(Cl)=O.[NH2:28][C:29]1[CH:34]=[CH:33][CH:32]=[CH:31][CH:30]=1.C(=O)(O)[O-].[Na+], predict the reaction product. The product is: [CH2:1]([O:3][C:4]([C:6]1[NH:7][C:8]([CH3:21])=[C:9]([C:12]2[CH:13]=[CH:14][C:15]([C:18](=[O:20])[NH:28][C:29]3[CH:34]=[CH:33][CH:32]=[CH:31][CH:30]=3)=[CH:16][CH:17]=2)[C:10]=1[CH3:11])=[O:5])[CH3:2]. (10) Given the reactants [Cl:1][C:2]1[CH:7]=[CH:6][C:5]([C:8]2[C:14]3[C:15](=[O:19])[NH:16][CH:17]=[CH:18][C:13]=3[C:12]3[C:20]([CH3:23])=[N:21][O:22][C:11]=3[CH2:10][N:9]=2)=[CH:4][CH:3]=1.[C:24]([C:26]1[CH:31]=[CH:30][C:29](B(O)O)=[CH:28][CH:27]=1)#[N:25], predict the reaction product. The product is: [Cl:1][C:2]1[CH:7]=[CH:6][C:5]([C:8]2[C:14]3[C:15](=[O:19])[N:16]([C:29]4[CH:30]=[CH:31][C:26]([C:24]#[N:25])=[CH:27][CH:28]=4)[CH:17]=[CH:18][C:13]=3[C:12]3[C:20]([CH3:23])=[N:21][O:22][C:11]=3[CH2:10][N:9]=2)=[CH:4][CH:3]=1.